Dataset: Reaction yield outcomes from USPTO patents with 853,638 reactions. Task: Predict the reaction yield, written as a fraction of the theoretical maximum amount of product (1.0 means a 100% yield; for example, 0.34 means a 34% yield). (1) The yield is 0.580. The product is [NH:1]1[C:5]2[CH2:6][CH2:7][CH2:8][CH2:9][C:4]=2[N:3]=[C:2]1[CH2:10][N:11]([CH:27]1[C:36]2[N:35]=[CH:34][CH:33]=[CH:32][C:31]=2[CH2:30][CH2:29][CH2:28]1)[CH2:12][CH2:13][CH2:14][CH2:15][NH2:16]. The catalyst is C(O)C. The reactants are [NH:1]1[C:5]2[CH2:6][CH2:7][CH2:8][CH2:9][C:4]=2[N:3]=[C:2]1[CH2:10][N:11]([CH:27]1[C:36]2[N:35]=[CH:34][CH:33]=[CH:32][C:31]=2[CH2:30][CH2:29][CH2:28]1)[CH2:12][CH2:13][CH2:14][CH2:15][N:16]1C(=O)C2C(=CC=CC=2)C1=O.O.NN. (2) The reactants are [OH:1][C:2]1[CH:3]=[N:4][CH:5]=[CH:6][C:7]=1[NH2:8].[NH2:9][C:10]1[CH:18]=[CH:17][CH:16]=[CH:15][C:11]=1[C:12](O)=O. No catalyst specified. The product is [N:8]1[C:7]2[CH:6]=[CH:5][N:4]=[CH:3][C:2]=2[O:1][C:12]=1[C:11]1[CH:15]=[CH:16][CH:17]=[CH:18][C:10]=1[NH2:9]. The yield is 0.310. (3) The reactants are [F:1][C:2]([F:42])([F:41])[C:3]1[CH:8]=[CH:7][C:6]([N:9]2[CH2:14][CH2:13][CH:12]([O:15][C:16]3[CH:40]=[CH:39][C:19]4[N:20]=[C:21]([C:23]([NH:25][CH:26]5[CH2:31][CH2:30][N:29](C(OC(C)(C)C)=O)[CH2:28][CH2:27]5)=[O:24])[O:22][C:18]=4[CH:17]=3)[CH2:11][CH2:10]2)=[CH:5][CH:4]=1.[ClH:43]. The catalyst is O1CCOCC1. The product is [ClH:43].[ClH:43].[NH:29]1[CH2:30][CH2:31][CH:26]([NH:25][C:23]([C:21]2[O:22][C:18]3[CH:17]=[C:16]([O:15][CH:12]4[CH2:11][CH2:10][N:9]([C:6]5[CH:5]=[CH:4][C:3]([C:2]([F:42])([F:1])[F:41])=[CH:8][CH:7]=5)[CH2:14][CH2:13]4)[CH:40]=[CH:39][C:19]=3[N:20]=2)=[O:24])[CH2:27][CH2:28]1. The yield is 0.990.